This data is from Forward reaction prediction with 1.9M reactions from USPTO patents (1976-2016). The task is: Predict the product of the given reaction. Given the reactants C[O:2][C:3]1[CH:8]=[N:7][N:6]([CH3:9])[C:5](=[O:10])[C:4]=1[N:11]1[C:15]([CH3:16])=[CH:14][C:13]([C:17]2[CH:22]=[CH:21][C:20]([C:23]([F:26])([F:25])[F:24])=[CH:19][CH:18]=2)=[N:12]1.B(Br)(Br)Br.[OH-].[Na+].Cl, predict the reaction product. The product is: [OH:2][C:3]1[CH:8]=[N:7][N:6]([CH3:9])[C:5](=[O:10])[C:4]=1[N:11]1[C:15]([CH3:16])=[CH:14][C:13]([C:17]2[CH:22]=[CH:21][C:20]([C:23]([F:26])([F:25])[F:24])=[CH:19][CH:18]=2)=[N:12]1.